This data is from Full USPTO retrosynthesis dataset with 1.9M reactions from patents (1976-2016). The task is: Predict the reactants needed to synthesize the given product. (1) Given the product [C:2]([C:3]([O:5][CH2:6][CH3:7])=[O:4])([F:9])([F:8])[F:1].[NH3:10], predict the reactants needed to synthesize it. The reactants are: [F:1][C:2]([F:9])([F:8])[C:3]([O:5][CH2:6][CH3:7])=[O:4].[NH3:10]. (2) Given the product [Br:17][C:6]1[CH:14]=[C:13]2[C:9]([CH:10]=[N:11][NH:12]2)=[CH:8][CH:7]=1, predict the reactants needed to synthesize it. The reactants are: N([O-])=O.[Na+].N[C:6]1[CH:14]=[C:13]2[C:9]([CH:10]=[N:11][NH:12]2)=[CH:8][CH:7]=1.[OH-].[Na+].[BrH:17]. (3) Given the product [N:16]1[CH:15]=[CH:6][CH:5]=[CH:4][C:3]=1[CH:7]1[CH2:8][CH2:9][CH:10]([N:40]2[CH2:41][CH:42]([NH:44][C:45](=[O:62])[CH2:46][NH:47][C:48]3[C:57]4[C:52](=[CH:53][CH:54]=[C:55]([C:58]([F:60])([F:59])[F:61])[CH:56]=4)[N:51]=[CH:50][N:49]=3)[CH2:43]2)[CH2:11][CH2:12]1, predict the reactants needed to synthesize it. The reactants are: N1[CH:6]=[CH:5][CH:4]=[C:3]([CH:7]2[CH2:12][CH2:11][C:10](=O)[CH2:9][CH2:8]2)C=1.Br[C:15]1C=CC=C[N:16]=1.CC1(C)C(C)(C)OB(C2CCC3(OCCO3)CC=2)O1.[NH:40]1[CH2:43][CH:42]([NH:44][C:45](=[O:62])[CH2:46][NH:47][C:48]2[C:57]3[C:52](=[CH:53][CH:54]=[C:55]([C:58]([F:61])([F:60])[F:59])[CH:56]=3)[N:51]=[CH:50][N:49]=2)[CH2:41]1.[BH-](OC(C)=O)(OC(C)=O)OC(C)=O.[Na+]. (4) Given the product [F:19][C:2]([F:1])([F:20])[C:3]1[C:4]2[O:17][CH2:16][CH:15]3[CH2:18][CH:14]3[C:5]=2[N:6]([CH2:8][C:9]([OH:11])=[O:10])[N:7]=1, predict the reactants needed to synthesize it. The reactants are: [F:1][C:2]([F:20])([F:19])[C:3]1[C:4]2[O:17][CH2:16][CH:15]3[CH2:18][CH:14]3[C:5]=2[N:6]([CH2:8][C:9]([O:11]CC)=[O:10])[N:7]=1.O.CO.CCOC(C)=O. (5) Given the product [Br:1][C:2]1[CH:3]=[CH:4][C:5]2[N:6]([C:10]([CH:11]([C:13]3[N:14]=[N:15][C:16]([Cl:19])=[CH:17][CH:18]=3)[CH3:12])=[N:9][N:8]=2)[CH:7]=1, predict the reactants needed to synthesize it. The reactants are: [Br:1][C:2]1[CH:3]=[CH:4][C:5]([NH:8][NH:9][C:10](=O)[CH:11]([C:13]2[N:14]=[N:15][C:16]([Cl:19])=[CH:17][CH:18]=2)[CH3:12])=[N:6][CH:7]=1.P(Cl)(Cl)(Cl)=O. (6) Given the product [C:24]([O:23][C:21]([N:18]1[CH2:19][CH2:20][N:15]([CH2:14][CH:10]2[C:9]3[CH:8]=[CH:7][CH:6]=[C:5]([C:3]([OH:4])=[O:2])[C:13]=3[O:12][CH2:11]2)[CH2:16][CH2:17]1)=[O:22])([CH3:27])([CH3:25])[CH3:26], predict the reactants needed to synthesize it. The reactants are: C[O:2][C:3]([C:5]1[C:13]2[O:12][CH2:11][CH:10]([CH2:14][N:15]3[CH2:20][CH2:19][N:18]([C:21]([O:23][C:24]([CH3:27])([CH3:26])[CH3:25])=[O:22])[CH2:17][CH2:16]3)[C:9]=2[CH:8]=[CH:7][CH:6]=1)=[O:4].O[Li].O. (7) Given the product [CH2:1]([O:3][C:4](=[O:18])[CH:5]([O:15][CH2:16][CH3:17])[CH2:6][C:7]1[CH:12]=[CH:11][C:10]([O:13][CH:22]([CH:19]2[CH2:20][CH2:21]2)[C:24]2[S:28][C:27]([C:29]3[CH:30]=[CH:31][C:32]([C:35]([F:37])([F:38])[F:36])=[CH:33][CH:34]=3)=[N:26][C:25]=2[CH3:39])=[CH:9][C:8]=1[CH3:14])[CH3:2], predict the reactants needed to synthesize it. The reactants are: [CH2:1]([O:3][C:4](=[O:18])[CH:5]([O:15][CH2:16][CH3:17])[CH2:6][C:7]1[CH:12]=[CH:11][C:10]([OH:13])=[CH:9][C:8]=1[CH3:14])[CH3:2].[CH:19]1([CH:22]([C:24]2[S:28][C:27]([C:29]3[CH:34]=[CH:33][C:32]([C:35]([F:38])([F:37])[F:36])=[CH:31][CH:30]=3)=[N:26][C:25]=2[CH3:39])O)[CH2:21][CH2:20]1.C(P(CCCC)CCCC)CCC.CN(C)C(N=NC(N(C)C)=O)=O. (8) Given the product [CH2:23]([N:22]([CH2:27][CH:28]([CH3:30])[CH3:29])[C:19]1[CH:20]=[CH:21][C:16]([C:7]2[CH:8]=[CH:9][CH:10]=[CH:11][C:6]=2[C:5]2[NH:4][N:3]=[N:2][N:1]=2)=[C:17]([F:42])[C:18]=1[NH:31][C:32]([NH:34][C:35]1[CH:40]=[CH:39][C:38]([CH3:41])=[CH:37][CH:36]=1)=[O:33])[CH:24]([CH3:26])[CH3:25], predict the reactants needed to synthesize it. The reactants are: [NH:1]1[C:5]([C:6]2[CH:11]=[CH:10][CH:9]=[CH:8][C:7]=2B(O)O)=[N:4][N:3]=[N:2]1.Br[C:16]1[C:17]([F:42])=[C:18]([NH:31][C:32]([NH:34][C:35]2[CH:40]=[CH:39][C:38]([CH3:41])=[CH:37][CH:36]=2)=[O:33])[C:19]([N:22]([CH2:27][CH:28]([CH3:30])[CH3:29])[CH2:23][CH:24]([CH3:26])[CH3:25])=[CH:20][CH:21]=1.C(=O)([O-])[O-].[K+].[K+].CC(O)=O. (9) The reactants are: O[C:2]1[CH:7]=[CH:6][C:5]([Br:8])=[CH:4][C:3]=1[NH:9][C:10](=[O:21])[C:11]1[CH:16]=[C:15]([N+:17]([O-:19])=[O:18])[CH:14]=[CH:13][C:12]=1[F:20].O.C1(C)C=CC(S(O)(=O)=O)=CC=1. Given the product [N+:17]([C:15]1[CH:16]=[C:11]([C:10]2[O:21][C:2]3[CH:7]=[CH:6][C:5]([Br:8])=[CH:4][C:3]=3[N:9]=2)[C:12]([F:20])=[CH:13][CH:14]=1)([O-:19])=[O:18], predict the reactants needed to synthesize it. (10) The reactants are: [CH2:1](OC(=O)C1C=CN=C(C)C=1Cl)C.[CH3:14][O:15][N:16]=[C:17]1[C:25]2[C:20](=[CH:21][N:22]=[CH:23][C:24]=2Cl)[O:19][CH2:18]1. Given the product [CH3:14][O:15][N:16]=[C:17]1[C:25]2[C:20](=[CH:21][N:22]=[CH:23][C:24]=2[CH3:1])[O:19][CH2:18]1, predict the reactants needed to synthesize it.